This data is from Full USPTO retrosynthesis dataset with 1.9M reactions from patents (1976-2016). The task is: Predict the reactants needed to synthesize the given product. (1) Given the product [CH2:1]([O:3][C:4]1[CH:9]=[CH:8][C:7]([CH:10]2[CH2:11][CH2:12][N:13]([C:17]3[CH:22]=[CH:21][C:20]([CH:23]([CH3:29])[C:24]([NH:26][CH2:27][CH3:28])=[O:25])=[CH:19][CH:18]=3)[CH2:14][CH2:15]2)=[CH:6][CH:5]=1)[CH3:2], predict the reactants needed to synthesize it. The reactants are: [CH2:1]([O:3][C:4]1[CH:9]=[CH:8][C:7]([CH:10]2[CH2:15][CH2:14][NH:13][CH2:12][CH2:11]2)=[CH:6][CH:5]=1)[CH3:2].Br[C:17]1[CH:22]=[CH:21][C:20]([CH:23]([CH3:29])[C:24]([NH:26][CH2:27][CH3:28])=[O:25])=[CH:19][CH:18]=1.C(P(C(C)(C)C)C1C=CC=CC=1C1C=CC=CC=1)(C)(C)C. (2) Given the product [NH2:1][C:2]1[N:7]=[C:6]([NH2:8])[C:5]([O:9][CH2:16][CH2:17][CH2:18][O:19][C:20]2[CH:25]=[CH:24][CH:23]=[CH:22][C:21]=2[CH2:26][CH2:27][C:28]([OH:30])=[O:29])=[C:4]([CH2:10][CH3:11])[N:3]=1, predict the reactants needed to synthesize it. The reactants are: [NH2:1][C:2]1[N:7]=[C:6]([NH2:8])[C:5]([OH:9])=[C:4]([CH2:10][CH3:11])[N:3]=1.O.[OH-].[Li+].Br[CH2:16][CH2:17][CH2:18][O:19][C:20]1[CH:25]=[CH:24][CH:23]=[CH:22][C:21]=1[CH2:26][CH2:27][C:28]([O:30]C)=[O:29].